From a dataset of NCI-60 drug combinations with 297,098 pairs across 59 cell lines. Regression. Given two drug SMILES strings and cell line genomic features, predict the synergy score measuring deviation from expected non-interaction effect. (1) Drug 1: C1=CC(=CC=C1CCC2=CNC3=C2C(=O)NC(=N3)N)C(=O)NC(CCC(=O)O)C(=O)O. Drug 2: CC(C)(C#N)C1=CC(=CC(=C1)CN2C=NC=N2)C(C)(C)C#N. Cell line: NCI-H226. Synergy scores: CSS=4.05, Synergy_ZIP=-0.223, Synergy_Bliss=-0.115, Synergy_Loewe=2.15, Synergy_HSA=2.17. (2) Drug 1: CC12CCC(CC1=CCC3C2CCC4(C3CC=C4C5=CN=CC=C5)C)O. Drug 2: CC1CCC2CC(C(=CC=CC=CC(CC(C(=O)C(C(C(=CC(C(=O)CC(OC(=O)C3CCCCN3C(=O)C(=O)C1(O2)O)C(C)CC4CCC(C(C4)OC)O)C)C)O)OC)C)C)C)OC. Cell line: NCIH23. Synergy scores: CSS=28.1, Synergy_ZIP=-1.76, Synergy_Bliss=3.66, Synergy_Loewe=-1.71, Synergy_HSA=4.76. (3) Drug 1: CC1=C2C(C(=O)C3(C(CC4C(C3C(C(C2(C)C)(CC1OC(=O)C(C(C5=CC=CC=C5)NC(=O)C6=CC=CC=C6)O)O)OC(=O)C7=CC=CC=C7)(CO4)OC(=O)C)O)C)OC(=O)C. Drug 2: C1=CC=C(C(=C1)C(C2=CC=C(C=C2)Cl)C(Cl)Cl)Cl. Cell line: MCF7. Synergy scores: CSS=22.8, Synergy_ZIP=-0.873, Synergy_Bliss=-10.1, Synergy_Loewe=-12.2, Synergy_HSA=-10.6. (4) Drug 1: CC12CCC(CC1=CCC3C2CCC4(C3CC=C4C5=CN=CC=C5)C)O. Drug 2: CCN(CC)CCCC(C)NC1=C2C=C(C=CC2=NC3=C1C=CC(=C3)Cl)OC. Cell line: 786-0. Synergy scores: CSS=52.2, Synergy_ZIP=4.30, Synergy_Bliss=5.06, Synergy_Loewe=-14.5, Synergy_HSA=6.31. (5) Drug 1: CC(CN1CC(=O)NC(=O)C1)N2CC(=O)NC(=O)C2. Drug 2: CS(=O)(=O)OCCCCOS(=O)(=O)C. Cell line: NCI-H226. Synergy scores: CSS=19.8, Synergy_ZIP=-2.21, Synergy_Bliss=6.08, Synergy_Loewe=0.891, Synergy_HSA=5.45. (6) Drug 1: CC1C(C(CC(O1)OC2CC(CC3=C2C(=C4C(=C3O)C(=O)C5=C(C4=O)C(=CC=C5)OC)O)(C(=O)C)O)N)O.Cl. Drug 2: C1=CC=C(C(=C1)C(C2=CC=C(C=C2)Cl)C(Cl)Cl)Cl. Cell line: SNB-75. Synergy scores: CSS=21.5, Synergy_ZIP=-2.29, Synergy_Bliss=6.92, Synergy_Loewe=-44.0, Synergy_HSA=6.65. (7) Drug 2: C1CN(CCN1C(=O)CCBr)C(=O)CCBr. Cell line: SW-620. Drug 1: CCCS(=O)(=O)NC1=C(C(=C(C=C1)F)C(=O)C2=CNC3=C2C=C(C=N3)C4=CC=C(C=C4)Cl)F. Synergy scores: CSS=7.66, Synergy_ZIP=2.30, Synergy_Bliss=-0.971, Synergy_Loewe=-19.4, Synergy_HSA=-18.3.